Dataset: Catalyst prediction with 721,799 reactions and 888 catalyst types from USPTO. Task: Predict which catalyst facilitates the given reaction. (1) Reactant: [NH2:1][C:2]1[CH:11]=[CH:10][C:5]([C:6]([O:8][CH3:9])=[O:7])=[CH:4][C:3]=1[S:12]([CH3:15])(=[O:14])=[O:13].[H-].[Na+].Cl[S:19]([C:22]1[S:26][C:25]2[CH:27]=[CH:28][C:29]([F:31])=[CH:30][C:24]=2[C:23]=1[CH3:32])(=[O:21])=[O:20]. Product: [F:31][C:29]1[CH:28]=[CH:27][C:25]2[S:26][C:22]([S:19]([NH:1][C:2]3[CH:11]=[CH:10][C:5]([C:6]([O:8][CH3:9])=[O:7])=[CH:4][C:3]=3[S:12]([CH3:15])(=[O:14])=[O:13])(=[O:20])=[O:21])=[C:23]([CH3:32])[C:24]=2[CH:30]=1. The catalyst class is: 1. (2) Reactant: [C:1]([N:4]1[C:13]2[C:8](=[CH:9][C:10]([C:14]([OH:16])=O)=[CH:11][CH:12]=2)[C@H:7]([NH:17][C:18]2[CH:23]=[CH:22][N:21]=[C:20]([CH3:24])[N:19]=2)[C@@H:6]([CH3:25])[C@@H:5]1[CH:26]1[CH2:28][CH2:27]1)(=[O:3])[CH3:2].[NH2:29][CH2:30][CH2:31][OH:32].CCN(C(C)C)C(C)C.CN(C(ON1N=NC2C=CC=NC1=2)=[N+](C)C)C.F[P-](F)(F)(F)(F)F. Product: [C:1]([N:4]1[C:13]2[C:8](=[CH:9][C:10]([C:14]([NH:29][CH2:30][CH2:31][OH:32])=[O:16])=[CH:11][CH:12]=2)[C@H:7]([NH:17][C:18]2[CH:23]=[CH:22][N:21]=[C:20]([CH3:24])[N:19]=2)[C@@H:6]([CH3:25])[C@@H:5]1[CH:26]1[CH2:28][CH2:27]1)(=[O:3])[CH3:2]. The catalyst class is: 9. (3) Reactant: [CH2:1]([O:8][C:9]([N:11]1[CH2:16][CH2:15][CH:14]([N:17]([C:23]([O:25][C:26]([CH3:29])([CH3:28])[CH3:27])=[O:24])[CH2:18][CH2:19][C:20]([OH:22])=O)[CH2:13][CH2:12]1)=[O:10])[C:2]1[CH:7]=[CH:6][CH:5]=[CH:4][CH:3]=1.CC[N:32]=C=NCCCN(C)C.C1C=CC2N(O)N=NC=2C=1.N. Product: [NH2:32][C:20](=[O:22])[CH2:19][CH2:18][N:17]([C:23]([O:25][C:26]([CH3:27])([CH3:29])[CH3:28])=[O:24])[CH:14]1[CH2:13][CH2:12][N:11]([C:9]([O:8][CH2:1][C:2]2[CH:7]=[CH:6][CH:5]=[CH:4][CH:3]=2)=[O:10])[CH2:16][CH2:15]1. The catalyst class is: 3. (4) Product: [CH:8]1([C:14]2[C:24]([CH:25]([OH:26])[C:27]3[N:32]=[C:31]([C:33]([O:35][CH3:36])=[O:34])[CH:30]=[CH:29][CH:28]=3)=[C:17]3[CH:18]=[CH:19][C:20]([O:22][CH3:23])=[CH:21][N:16]3[N:15]=2)[CH2:13][CH2:12][CH2:11][CH2:10][CH2:9]1. The catalyst class is: 6. Reactant: CO.[BH4-].[Na+].ClCCl.[CH:8]1([C:14]2[C:24]([C:25]([C:27]3[N:32]=[C:31]([C:33]([O:35][CH3:36])=[O:34])[CH:30]=[CH:29][CH:28]=3)=[O:26])=[C:17]3[CH:18]=[CH:19][C:20]([O:22][CH3:23])=[CH:21][N:16]3[N:15]=2)[CH2:13][CH2:12][CH2:11][CH2:10][CH2:9]1. (5) Reactant: [CH3:1][N:2]1[C:6]2[CH:7]=[C:8](B3OC(C)(C)C(C)(C)O3)[CH:9]=[CH:10][C:5]=2[O:4][C:3]1=[O:20].Br[C:22]1[CH:23]=[N:24][CH:25]=[CH:26][C:27]=1[CH:28]([O:30][CH3:31])[CH3:29].C([O-])([O-])=O.[Na+].[Na+]. Product: [CH3:31][O:30][CH:28]([C:27]1[CH:26]=[CH:25][N:24]=[CH:23][C:22]=1[C:8]1[CH:9]=[CH:10][C:5]2[O:4][C:3](=[O:20])[N:2]([CH3:1])[C:6]=2[CH:7]=1)[CH3:29]. The catalyst class is: 233. (6) Reactant: CS(C)=O.C(Cl)(=O)C(Cl)=O.[Si:11]([O:28][CH2:29][CH2:30][CH2:31][CH2:32][C@@H:33]1[O:35][C@@H:34]1[CH2:36][OH:37])([C:24]([CH3:27])([CH3:26])[CH3:25])([C:18]1[CH:23]=[CH:22][CH:21]=[CH:20][CH:19]=1)[C:12]1[CH:17]=[CH:16][CH:15]=[CH:14][CH:13]=1.C(N(CC)CC)C. Product: [Si:11]([O:28][CH2:29][CH2:30][CH2:31][CH2:32][C@@H:33]1[O:35][C@@H:34]1[CH:36]=[O:37])([C:24]([CH3:27])([CH3:26])[CH3:25])([C:18]1[CH:23]=[CH:22][CH:21]=[CH:20][CH:19]=1)[C:12]1[CH:13]=[CH:14][CH:15]=[CH:16][CH:17]=1. The catalyst class is: 2. (7) Reactant: [CH:1]1[CH:6]=[CH:5][C:4]([P:7]([C:14]2[CH:19]=[CH:18][CH:17]=[CH:16][CH:15]=2)[C:8]2[CH:13]=[CH:12][CH:11]=[CH:10][CH:9]=2)=[CH:3][CH:2]=1.[Br:20][CH2:21][C:22]#[N:23]. Product: [Br-:20].[C:22]([CH2:21][P+:7]([C:4]1[CH:3]=[CH:2][CH:1]=[CH:6][CH:5]=1)([C:14]1[CH:19]=[CH:18][CH:17]=[CH:16][CH:15]=1)[C:8]1[CH:13]=[CH:12][CH:11]=[CH:10][CH:9]=1)#[N:23]. The catalyst class is: 28. (8) Reactant: C1(C[C:8]2[O:12][N:11]=[C:10]([CH2:13][CH2:14][CH2:15]O)[N:9]=2)C=CC=CC=1.[CH2:17]([N:21]1[C:29]2[N:28]=[C:27]([Cl:30])[N:26](CC=C)[C:25]=2[C:24](=[O:34])[NH:23][C:22]1=[O:35])[CH2:18][CH2:19][CH3:20].C1C=CC(P(C2C=CC=CC=2)C2C=CC=CC=2)=CC=1.[CH:74]1[CH:75]=[CH:76][C:71]([CH2:70]OC(/N=N/C(O[CH2:70][C:71]2[CH:76]=[CH:75][CH:74]=[CH:73][CH:72]=2)=O)=O)=[CH:72][CH:73]=1. Product: [CH2:17]([N:21]1[C:29]2[N:28]=[C:27]([Cl:30])[NH:26][C:25]=2[C:24](=[O:34])[N:23]([CH2:15][CH2:14][CH2:13][C:10]2([CH2:70][C:71]3[CH:72]=[CH:73][CH:74]=[CH:75][CH:76]=3)[N:9]=[CH:8][O:12][NH:11]2)[C:22]1=[O:35])[CH2:18][CH2:19][CH3:20]. The catalyst class is: 1. (9) Reactant: [CH:1]1[CH2:5][CH2:4][CH2:3][CH:2]=1.[N+](=[CH:8][C:9]([O:11][CH2:12][CH3:13])=[O:10])=[N-]. Product: [CH:1]12[CH:8]([C:9]([O:11][CH2:12][CH3:13])=[O:10])[CH:5]1[CH2:4][CH2:3][CH2:2]2. The catalyst class is: 4. (10) Reactant: C(N(CC)CC)C.[CH2:8]([NH2:15])[C:9]1[CH:14]=[CH:13][CH:12]=[CH:11][CH:10]=1.[Br:16][C:17]1[CH:26]=[C:25]2[C:20]([C:21](Cl)=[C:22]([N+:27]([O-:29])=[O:28])[CH:23]=[N:24]2)=[CH:19][CH:18]=1.O. Product: [CH2:8]([NH:15][C:21]1[C:20]2[C:25](=[CH:26][C:17]([Br:16])=[CH:18][CH:19]=2)[N:24]=[CH:23][C:22]=1[N+:27]([O-:29])=[O:28])[C:9]1[CH:14]=[CH:13][CH:12]=[CH:11][CH:10]=1. The catalyst class is: 3.